Task: Regression. Given a peptide amino acid sequence and an MHC pseudo amino acid sequence, predict their binding affinity value. This is MHC class I binding data.. Dataset: Peptide-MHC class I binding affinity with 185,985 pairs from IEDB/IMGT (1) The peptide sequence is WLSTYAVRI. The MHC is HLA-A02:06 with pseudo-sequence HLA-A02:06. The binding affinity (normalized) is 0.353. (2) The binding affinity (normalized) is 0.0806. The MHC is Mamu-A11 with pseudo-sequence Mamu-A11. The peptide sequence is AETGQETA. (3) The MHC is HLA-A68:01 with pseudo-sequence HLA-A68:01. The binding affinity (normalized) is 0.708. The peptide sequence is SIILANERYR. (4) The peptide sequence is DYFESFSSFF. The MHC is HLA-A29:02 with pseudo-sequence HLA-A29:02. The binding affinity (normalized) is 1.00. (5) The peptide sequence is WPVMQWLTA. The MHC is HLA-A26:01 with pseudo-sequence HLA-A26:01. The binding affinity (normalized) is 0.0847. (6) The binding affinity (normalized) is 0.607. The MHC is Patr-A0901 with pseudo-sequence Patr-A0901. The peptide sequence is GYSLNFMGYVI. (7) The peptide sequence is SHDLAPQFL. The MHC is HLA-A03:01 with pseudo-sequence HLA-A03:01. The binding affinity (normalized) is 0.0847.